This data is from Peptide-MHC class II binding affinity with 134,281 pairs from IEDB. The task is: Regression. Given a peptide amino acid sequence and an MHC pseudo amino acid sequence, predict their binding affinity value. This is MHC class II binding data. (1) The peptide sequence is EGTKVTFHVEKGSNP. The MHC is HLA-DQA10501-DQB10301 with pseudo-sequence HLA-DQA10501-DQB10301. The binding affinity (normalized) is 0.130. (2) The peptide sequence is GGRSLTTLLRALGAQ. The MHC is DRB1_0301 with pseudo-sequence DRB1_0301. The binding affinity (normalized) is 0.0628.